Dataset: CYP2D6 inhibition data for predicting drug metabolism from PubChem BioAssay. Task: Regression/Classification. Given a drug SMILES string, predict its absorption, distribution, metabolism, or excretion properties. Task type varies by dataset: regression for continuous measurements (e.g., permeability, clearance, half-life) or binary classification for categorical outcomes (e.g., BBB penetration, CYP inhibition). Dataset: cyp2d6_veith. The compound is COc1ccc(CNC(=O)c2csc(Cc3ccc(Cl)cc3)n2)cc1. The result is 1 (inhibitor).